From a dataset of Reaction yield outcomes from USPTO patents with 853,638 reactions. Predict the reaction yield, written as a fraction of the theoretical maximum amount of product (1.0 means a 100% yield; for example, 0.34 means a 34% yield). (1) The reactants are Br[C:2]1[C:3]([C:12]2[CH:17]=[CH:16][C:15]([NH:18][C:19]([NH:21][C:22]3[CH:27]=[CH:26][CH:25]=[CH:24][CH:23]=3)=[O:20])=[CH:14][CH:13]=2)=[N:4][N:5]([CH2:7][C:8]([F:11])([F:10])[F:9])[CH:6]=1.CC1(C)C(C)(C)OB([C:36]2[CH:41]=[CH:40][N:39]=[C:38]3[NH:42][CH:43]=[CH:44][C:37]=23)O1.C(=O)(O)[O-].[Na+]. The catalyst is C1C=CC([P]([Pd]([P](C2C=CC=CC=2)(C2C=CC=CC=2)C2C=CC=CC=2)([P](C2C=CC=CC=2)(C2C=CC=CC=2)C2C=CC=CC=2)[P](C2C=CC=CC=2)(C2C=CC=CC=2)C2C=CC=CC=2)(C2C=CC=CC=2)C2C=CC=CC=2)=CC=1.CN(C)C=O. The product is [C:22]1([NH:21][C:19]([NH:18][C:15]2[CH:16]=[CH:17][C:12]([C:3]3[C:2]([C:36]4[CH:41]=[CH:40][N:39]=[C:38]5[NH:42][CH:43]=[CH:44][C:37]=45)=[CH:6][N:5]([CH2:7][C:8]([F:11])([F:10])[F:9])[N:4]=3)=[CH:13][CH:14]=2)=[O:20])[CH:27]=[CH:26][CH:25]=[CH:24][CH:23]=1. The yield is 0.350. (2) The reactants are [OH:1][C@H:2]1[CH2:7][CH2:6][C@H:5]([NH:8][CH2:9][CH2:10][C:11]2[CH:16]=[CH:15][C:14]([OH:17])=[CH:13][CH:12]=2)[CH2:4][CH2:3]1.Cl[C:19]1[CH:27]=[CH:26][C:22]([C:23]([NH2:25])=[O:24])=[CH:21][N:20]=1.C([O-])([O-])=O.[K+].[K+]. The catalyst is CN(C=O)C.C1(C)C=CC=CC=1. The product is [OH:1][C@H:2]1[CH2:7][CH2:6][C@H:5]([NH:8][CH2:9][CH2:10][C:11]2[CH:12]=[CH:13][C:14]([O:17][C:19]3[CH:27]=[CH:26][C:22]([C:23]([NH2:25])=[O:24])=[CH:21][N:20]=3)=[CH:15][CH:16]=2)[CH2:4][CH2:3]1. The yield is 0.430. (3) The reactants are Br[C:2]1[S:3][CH:4]=[C:5]([C:7]2[CH:12]=[CH:11][C:10]([N+:13]([O-:15])=[O:14])=[CH:9][CH:8]=2)[N:6]=1.[NH2:16][C:17]([CH3:21])([CH3:20])[CH2:18][OH:19]. No catalyst specified. The product is [N+:13]([C:10]1[CH:11]=[CH:12][C:7]([C:5]2[N:6]=[C:2]([NH:16][C:17]([CH3:21])([CH3:20])[CH2:18][OH:19])[S:3][CH:4]=2)=[CH:8][CH:9]=1)([O-:15])=[O:14]. The yield is 0.690.